From a dataset of Reaction yield outcomes from USPTO patents with 853,638 reactions. Predict the reaction yield, written as a fraction of the theoretical maximum amount of product (1.0 means a 100% yield; for example, 0.34 means a 34% yield). (1) The reactants are [C:1]1([CH3:11])[CH:6]=[CH:5]C(S(O)(=O)=O)=C[CH:2]=1.[CH3:12][C:13]([CH3:15])=[O:14].[OH2:16]. The product is [CH:1]12[CH2:11][CH:15]([CH:5]=[CH:6]1)[C:13](=[O:14])[CH2:12][C:2]2=[O:16]. The yield is 0.750. The catalyst is C(OCC)(=O)C.CCCCCC. (2) The reactants are [O:1]1[C:5]2[CH:6]=[C:7]([C:10]3([C:13]([OH:15])=[O:14])[CH2:12][CH2:11]3)[CH:8]=[CH:9][C:4]=2[CH:3]=[CH:2]1. The catalyst is CO.O=[Pt]=O. The yield is 0.420. The product is [O:1]1[C:5]2[CH:6]=[C:7]([C:10]3([C:13]([OH:15])=[O:14])[CH2:12][CH2:11]3)[CH:8]=[CH:9][C:4]=2[CH2:3][CH2:2]1. (3) The reactants are [CH2:1]([C:3]1[C:4]([O:25][CH3:26])=[CH:5][C:6]([O:23][CH3:24])=[C:7]([NH:9][C:10]2[CH:15]=[CH:14][C:13]([C:16]([F:19])([F:18])[F:17])=[CH:12][C:11]=2[N+:20]([O-])=O)[CH:8]=1)[CH3:2]. The catalyst is C(O)C.[Ni]. The product is [CH2:1]([C:3]1[C:4]([O:25][CH3:26])=[CH:5][C:6]([O:23][CH3:24])=[C:7]([NH:9][C:10]2[C:11]([NH2:20])=[CH:12][C:13]([C:16]([F:17])([F:18])[F:19])=[CH:14][CH:15]=2)[CH:8]=1)[CH3:2]. The yield is 0.410. (4) The reactants are [C:1]([O:5][C:6](=[O:17])[NH:7][C:8]1[C:13]([CH:14]=[O:15])=[C:12](Br)[CH:11]=[CH:10][N:9]=1)([CH3:4])([CH3:3])[CH3:2].[Cl:18][C:19]1[CH:24]=[CH:23][C:22](B(O)O)=[C:21]([F:28])[CH:20]=1.C(=O)([O-])[O-].[Cs+].[Cs+]. The catalyst is C1COCC1.O.C1C=CC([P]([Pd]([P](C2C=CC=CC=2)(C2C=CC=CC=2)C2C=CC=CC=2)([P](C2C=CC=CC=2)(C2C=CC=CC=2)C2C=CC=CC=2)[P](C2C=CC=CC=2)(C2C=CC=CC=2)C2C=CC=CC=2)(C2C=CC=CC=2)C2C=CC=CC=2)=CC=1. The product is [Cl:18][C:19]1[CH:24]=[CH:23][C:22]([C:12]2[CH:11]=[CH:10][N:9]=[C:8]([NH:7][C:6](=[O:17])[O:5][C:1]([CH3:4])([CH3:3])[CH3:2])[C:13]=2[CH:14]=[O:15])=[C:21]([F:28])[CH:20]=1. The yield is 0.350. (5) The reactants are [C:1]1([C:10]2[CH:15]=[CH:14][CH:13]=[CH:12][CH:11]=2)[CH:6]=[CH:5][CH:4]=[C:3]([C:7]([OH:9])=O)[CH:2]=1.C(Cl)(=O)C(Cl)=O.[F:22][C:23]([F:47])([O:28][C:29]1[CH:34]=[CH:33][C:32]([N:35]2[CH:39]=[N:38][C:37]([C:40]3[CH:46]=[CH:45][C:43]([NH2:44])=[CH:42][CH:41]=3)=[N:36]2)=[CH:31][CH:30]=1)[C:24]([F:27])([F:26])[F:25].C(N(C(C)C)CC)(C)C. The catalyst is ClCCl.CN(C)C=O.O1CCCC1.C(OCC)(=O)C. The product is [F:47][C:23]([F:22])([O:28][C:29]1[CH:34]=[CH:33][C:32]([N:35]2[CH:39]=[N:38][C:37]([C:40]3[CH:46]=[CH:45][C:43]([NH:44][C:7]([C:3]4[CH:2]=[C:1]([C:10]5[CH:15]=[CH:14][CH:13]=[CH:12][CH:11]=5)[CH:6]=[CH:5][CH:4]=4)=[O:9])=[CH:42][CH:41]=3)=[N:36]2)=[CH:31][CH:30]=1)[C:24]([F:27])([F:26])[F:25]. The yield is 0.680. (6) The reactants are C([O:4][CH2:5][CH:6]1[CH:11]=[CH:10][C@H:9]([NH:12][C:13]([O:15][C:16]([CH3:19])([CH3:18])[CH3:17])=[O:14])[CH2:8][O:7]1)(=O)C. The catalyst is [Pd].CO. The product is [C:16]([O:15][C:13](=[O:14])[NH:12][C@H:9]1[CH2:10][CH2:11][CH:6]([CH2:5][OH:4])[O:7][CH2:8]1)([CH3:19])([CH3:17])[CH3:18]. The yield is 0.260. (7) The reactants are [NH2:1][C:2]1[C:3]([C:9]([O:11]C)=O)=[N:4][C:5]([Br:8])=[CH:6][N:7]=1.O.[NH2:14][NH2:15]. The catalyst is O. The product is [NH2:1][C:2]1[C:3]([C:9]([NH:14][NH2:15])=[O:11])=[N:4][C:5]([Br:8])=[CH:6][N:7]=1. The yield is 1.00. (8) The reactants are Cl[C:2]1[N:7]=[C:6]([NH:8][C:9]([C:11]2([C:14]3[CH:24]=[CH:23][C:17]4[O:18][C:19]([F:22])([F:21])[O:20][C:16]=4[CH:15]=3)[CH2:13][CH2:12]2)=[O:10])[CH:5]=[CH:4][C:3]=1[CH3:25].[Cl:26][C:27]1[C:28]([O:42][CH3:43])=[N:29][CH:30]=[C:31](B2OC(C)(C)C(C)(C)O2)[CH:32]=1.C(=O)([O-])[O-].[Na+].[Na+]. The catalyst is COCCOC.ClCCl.C1C=CC([P]([Pd]([P](C2C=CC=CC=2)(C2C=CC=CC=2)C2C=CC=CC=2)([P](C2C=CC=CC=2)(C2C=CC=CC=2)C2C=CC=CC=2)[P](C2C=CC=CC=2)(C2C=CC=CC=2)C2C=CC=CC=2)(C2C=CC=CC=2)C2C=CC=CC=2)=CC=1. The product is [Cl:26][C:27]1[CH:32]=[C:31]([C:2]2[C:3]([CH3:25])=[CH:4][CH:5]=[C:6]([NH:8][C:9]([C:11]3([C:14]4[CH:24]=[CH:23][C:17]5[O:18][C:19]([F:21])([F:22])[O:20][C:16]=5[CH:15]=4)[CH2:13][CH2:12]3)=[O:10])[N:7]=2)[CH:30]=[N:29][C:28]=1[O:42][CH3:43]. The yield is 0.270. (9) The yield is 0.510. The reactants are [CH2:1]([O:8][C:9]1[CH:14]=[C:13]([CH3:15])[C:12](Br)=[CH:11][N:10]=1)[C:2]1[CH:7]=[CH:6][CH:5]=[CH:4][CH:3]=1.C1(C)C=CC=CC=1P(C1C=CC=CC=1C)C1C=CC=CC=1C.C(N(C(C)C)CC)(C)C.[C:48]([O:52][CH2:53][CH3:54])(=[O:51])[CH:49]=[CH2:50]. The product is [CH2:53]([O:52][C:48](=[O:51])[CH:49]=[CH:50][C:12]1[CH:11]=[N:10][C:9]([O:8][CH2:1][C:2]2[CH:7]=[CH:6][CH:5]=[CH:4][CH:3]=2)=[CH:14][C:13]=1[CH3:15])[CH3:54]. The catalyst is C(#N)CC.C([O-])(=O)C.[Pd+2].C([O-])(=O)C. (10) The reactants are [CH3:1][O:2][C:3]1[CH:8]=[CH:7][C:6]([CH2:9][C:10]2[C:19]3[C:14](=[CH:15][CH:16]=[CH:17][CH:18]=3)[C:13](=[O:20])[NH:12][N:11]=2)=[CH:5][CH:4]=1.[C:21]([N:28]1[CH2:34][CH2:33][CH2:32][C@@H:29]1[CH2:30]O)([O:23][C:24]([CH3:27])([CH3:26])[CH3:25])=[O:22].C1(P(C2C=CC=CC=2)C2C=CC=CC=2)C=CC=CC=1.N(C(OC(C)(C)C)=O)=NC(OC(C)(C)C)=O. The catalyst is C1COCC1. The product is [CH3:1][O:2][C:3]1[CH:4]=[CH:5][C:6]([CH2:9][C:10]2[C:19]3[C:14](=[CH:15][CH:16]=[CH:17][CH:18]=3)[C:13](=[O:20])[N:12]([CH2:30][C@H:29]3[CH2:32][CH2:33][CH2:34][N:28]3[C:21]([O:23][C:24]([CH3:25])([CH3:27])[CH3:26])=[O:22])[N:11]=2)=[CH:7][CH:8]=1. The yield is 0.910.